Dataset: Reaction yield outcomes from USPTO patents with 853,638 reactions. Task: Predict the reaction yield, written as a fraction of the theoretical maximum amount of product (1.0 means a 100% yield; for example, 0.34 means a 34% yield). (1) The reactants are [CH2:1]([N:3]1[C:7]2=[N:8][C:9]([CH2:48][CH3:49])=[C:10]([CH2:19][NH:20][C:21]([C:23]3[CH:28]=[CH:27][CH:26]=[C:25]([C:29]([NH:31][CH2:32][C:33]4[C:34]([CH3:47])=[C:35]([C:39]5[CH:44]=[CH:43][CH:42]=[C:41]([CH:45]=O)[CH:40]=5)[CH:36]=[CH:37][CH:38]=4)=[O:30])[CH:24]=3)=[O:22])[C:11]([NH:12][CH:13]3[CH2:18][CH2:17][O:16][CH2:15][CH2:14]3)=[C:6]2[CH:5]=[N:4]1)[CH3:2].[CH3:50][N:51]1[CH2:57][CH2:56][CH2:55][NH:54][CH2:53][CH2:52]1.C(O[BH-](OC(=O)C)OC(=O)C)(=O)C.[Na+].CC(O)=O. The catalyst is ClCCCl. The product is [CH2:1]([N:3]1[C:7]2=[N:8][C:9]([CH2:48][CH3:49])=[C:10]([CH2:19][NH:20][C:21]([C:23]3[CH:28]=[CH:27][CH:26]=[C:25]([C:29]([NH:31][CH2:32][C:33]4[C:34]([CH3:47])=[C:35]([C:39]5[CH:44]=[CH:43][CH:42]=[C:41]([CH2:45][N:54]6[CH2:55][CH2:56][CH2:57][N:51]([CH3:50])[CH2:52][CH2:53]6)[CH:40]=5)[CH:36]=[CH:37][CH:38]=4)=[O:30])[CH:24]=3)=[O:22])[C:11]([NH:12][CH:13]3[CH2:18][CH2:17][O:16][CH2:15][CH2:14]3)=[C:6]2[CH:5]=[N:4]1)[CH3:2]. The yield is 0.420. (2) The reactants are [CH3:1][NH:2][C:3]1[S:4][CH:5]=[C:6]([C:8]([OH:10])=O)[N:7]=1.[NH2:11][C@H:12]([CH3:28])[CH2:13][N:14]1[CH:18]=[CH:17][C:16]([C:19]2[CH:26]=[CH:25][C:22]([C:23]#[N:24])=[C:21]([Cl:27])[CH:20]=2)=[N:15]1. No catalyst specified. The product is [Cl:27][C:21]1[CH:20]=[C:19]([C:16]2[CH:17]=[CH:18][N:14]([CH2:13][C@H:12]([NH:11][C:8]([C:6]3[N:7]=[C:3]([NH:2][CH3:1])[S:4][CH:5]=3)=[O:10])[CH3:28])[N:15]=2)[CH:26]=[CH:25][C:22]=1[C:23]#[N:24]. The yield is 0.0908. (3) The reactants are Cl[C:2](OC(Cl)(Cl)Cl)=[O:3].[Cl:9][C:10]1[CH:15]=[C:14]([C:16]([F:19])([F:18])[F:17])[CH:13]=[C:12]([Cl:20])[C:11]=1[O:21][C:22]1[CH:26]=[C:25]([CH3:27])[NH:24][N:23]=1.[CH2:28]([NH2:34])[CH:29]1[O:33][CH2:32][CH2:31][CH2:30]1.C(N(CC)CC)C. The catalyst is C(Cl)(Cl)Cl. The product is [CH2:28]([NH:34][C:2]([N:24]1[C:25]([CH3:27])=[CH:26][C:22]([O:21][C:11]2[C:10]([Cl:9])=[CH:15][C:14]([C:16]([F:19])([F:17])[F:18])=[CH:13][C:12]=2[Cl:20])=[N:23]1)=[O:3])[CH:29]1[O:33][CH2:32][CH2:31][CH2:30]1. The yield is 0.283.